From a dataset of NCI-60 drug combinations with 297,098 pairs across 59 cell lines. Regression. Given two drug SMILES strings and cell line genomic features, predict the synergy score measuring deviation from expected non-interaction effect. (1) Drug 1: CC1C(C(CC(O1)OC2CC(CC3=C2C(=C4C(=C3O)C(=O)C5=C(C4=O)C(=CC=C5)OC)O)(C(=O)C)O)N)O.Cl. Drug 2: CC1=C(C(=CC=C1)Cl)NC(=O)C2=CN=C(S2)NC3=CC(=NC(=N3)C)N4CCN(CC4)CCO. Cell line: DU-145. Synergy scores: CSS=30.8, Synergy_ZIP=-4.26, Synergy_Bliss=3.56, Synergy_Loewe=-8.86, Synergy_HSA=3.02. (2) Drug 1: C1=CN(C=N1)CC(O)(P(=O)(O)O)P(=O)(O)O. Drug 2: CC12CCC3C(C1CCC2OP(=O)(O)O)CCC4=C3C=CC(=C4)OC(=O)N(CCCl)CCCl.[Na+]. Cell line: SF-295. Synergy scores: CSS=-5.54, Synergy_ZIP=-1.26, Synergy_Bliss=-6.46, Synergy_Loewe=-7.69, Synergy_HSA=-6.93. (3) Drug 1: CCCS(=O)(=O)NC1=C(C(=C(C=C1)F)C(=O)C2=CNC3=C2C=C(C=N3)C4=CC=C(C=C4)Cl)F. Drug 2: C(CN)CNCCSP(=O)(O)O. Cell line: K-562. Synergy scores: CSS=-14.6, Synergy_ZIP=1.23, Synergy_Bliss=-9.85, Synergy_Loewe=-91.3, Synergy_HSA=-14.0. (4) Drug 1: C1=C(C(=O)NC(=O)N1)N(CCCl)CCCl. Drug 2: CC(C)NC(=O)C1=CC=C(C=C1)CNNC.Cl. Cell line: HCT-15. Synergy scores: CSS=23.9, Synergy_ZIP=3.29, Synergy_Bliss=6.35, Synergy_Loewe=-9.74, Synergy_HSA=3.15. (5) Drug 1: C1=CN(C(=O)N=C1N)C2C(C(C(O2)CO)O)O.Cl. Drug 2: CC1=C(C(CCC1)(C)C)C=CC(=CC=CC(=CC(=O)O)C)C. Cell line: PC-3. Synergy scores: CSS=8.06, Synergy_ZIP=-3.15, Synergy_Bliss=-0.465, Synergy_Loewe=-8.34, Synergy_HSA=-2.27. (6) Drug 1: CC1C(C(CC(O1)OC2CC(CC3=C2C(=C4C(=C3O)C(=O)C5=C(C4=O)C(=CC=C5)OC)O)(C(=O)C)O)N)O.Cl. Drug 2: C1=NC2=C(N=C(N=C2N1C3C(C(C(O3)CO)O)O)F)N. Cell line: HT29. Synergy scores: CSS=10.4, Synergy_ZIP=-5.40, Synergy_Bliss=-6.04, Synergy_Loewe=-41.3, Synergy_HSA=-7.89. (7) Drug 1: C1CCC(CC1)NC(=O)N(CCCl)N=O. Drug 2: CN(C)C1=NC(=NC(=N1)N(C)C)N(C)C. Cell line: IGROV1. Synergy scores: CSS=35.6, Synergy_ZIP=-2.14, Synergy_Bliss=8.07, Synergy_Loewe=-5.46, Synergy_HSA=9.14.